Dataset: Forward reaction prediction with 1.9M reactions from USPTO patents (1976-2016). Task: Predict the product of the given reaction. (1) Given the reactants [C:1]([O:5][C:6]([NH:8][CH2:9][C:10]1[CH:17]=[CH:16][C:15]([Cl:18])=[CH:14][C:11]=1[CH2:12][NH2:13])=[O:7])([CH3:4])([CH3:3])[CH3:2].C(Cl)CCl.[NH:23]([C:42]([O:44][C:45]([CH3:48])([CH3:47])[CH3:46])=[O:43])[C@@H:24]([C:32]([N:34]1[CH2:41][CH2:40][CH2:39][C@H:35]1[C:36](O)=[O:37])=[O:33])[CH2:25][C:26]1[CH:31]=[CH:30][CH:29]=[CH:28][CH:27]=1.C1C=NC2N(O)N=NC=2C=1, predict the reaction product. The product is: [C:45]([O:44][C:42]([NH:23][C@@H:24]([C:32]([N:34]1[CH2:41][CH2:40][CH2:39][C@H:35]1[C:36]([NH:13][CH2:12][C:11]1[CH:14]=[C:15]([Cl:18])[CH:16]=[CH:17][C:10]=1[CH2:9][NH:8][C:6]([O:5][C:1]([CH3:4])([CH3:2])[CH3:3])=[O:7])=[O:37])=[O:33])[CH2:25][C:26]1[CH:31]=[CH:30][CH:29]=[CH:28][CH:27]=1)=[O:43])([CH3:48])([CH3:46])[CH3:47]. (2) The product is: [C:1]([O:5][C:6](=[O:20])[C:7]([S:10][C:11]1[S:12][CH:13]=[C:14]([C:16](=[O:19])[CH2:17][O:34][C:31]2[CH:30]=[CH:29][C:28]([C:25]3[CH:26]=[CH:27][C:22]([Cl:21])=[CH:23][CH:24]=3)=[CH:33][CH:32]=2)[N:15]=1)([CH3:9])[CH3:8])([CH3:4])([CH3:3])[CH3:2]. Given the reactants [C:1]([O:5][C:6](=[O:20])[C:7]([S:10][C:11]1[S:12][CH:13]=[C:14]([C:16](=[O:19])[CH2:17]Cl)[N:15]=1)([CH3:9])[CH3:8])([CH3:4])([CH3:3])[CH3:2].[Cl:21][C:22]1[CH:27]=[CH:26][C:25]([C:28]2[CH:33]=[CH:32][C:31]([OH:34])=[CH:30][CH:29]=2)=[CH:24][CH:23]=1, predict the reaction product. (3) Given the reactants C(N(CC)CC)C.[C:8]1([CH3:22])[CH:13]=[CH:12][CH:11]=[CH:10][C:9]=1[NH:14][C:15]1[C:20]([NH2:21])=[CH:19][CH:18]=[CH:17][N:16]=1.[C:23]([O:27][C:28]([NH:30][C@@H:31]([CH3:35])[C:32](O)=[O:33])=[O:29])([CH3:26])([CH3:25])[CH3:24].C1C=NC2N(O)N=NC=2C=1.Cl.CN(C)CCCN=C=NCC, predict the reaction product. The product is: [C:23]([O:27][C:28](=[O:29])[NH:30][C@H:31]([C:32](=[O:33])[NH:21][C:20]1[C:15]([NH:14][C:9]2[CH:10]=[CH:11][CH:12]=[CH:13][C:8]=2[CH3:22])=[N:16][CH:17]=[CH:18][CH:19]=1)[CH3:35])([CH3:24])([CH3:25])[CH3:26].